Dataset: Full USPTO retrosynthesis dataset with 1.9M reactions from patents (1976-2016). Task: Predict the reactants needed to synthesize the given product. (1) Given the product [O:1]=[C:2]1[CH2:6][CH2:5][CH2:4][N:3]1[C:7]1[CH:8]=[CH:9][C:10]([NH:13][C:22]([N:44]2[CH2:45][CH2:46][N:41]([C:38]3[S:39][CH:40]=[C:36]([C:30]4[CH:35]=[CH:34][CH:33]=[CH:32][CH:31]=4)[N:37]=3)[CH2:42][CH2:43]2)=[O:24])=[CH:11][CH:12]=1, predict the reactants needed to synthesize it. The reactants are: [O:1]=[C:2]1[CH2:6][CH2:5][CH2:4][N:3]1[C:7]1[CH:12]=[CH:11][C:10]([N:13]([C:22]([O:24]CC(Cl)(Cl)Cl)=O)C(OCC(Cl)(Cl)Cl)=O)=[CH:9][CH:8]=1.[C:30]1([C:36]2[N:37]=[C:38]([N:41]3[CH2:46][CH2:45][NH:44][CH2:43][CH2:42]3)[S:39][CH:40]=2)[CH:35]=[CH:34][CH:33]=[CH:32][CH:31]=1.C(N(C(C)C)CC)(C)C.CS(C)=O. (2) Given the product [CH:11]([N:14]([CH:15]([CH3:17])[CH3:16])[C:6](=[O:7])[C:5]1[CH:9]=[CH:10][C:2]([Br:1])=[CH:3][CH:4]=1)([CH3:13])[CH3:12], predict the reactants needed to synthesize it. The reactants are: [Br:1][C:2]1[CH:10]=[CH:9][C:5]([C:6](Cl)=[O:7])=[CH:4][CH:3]=1.[CH:11]([NH:14][CH:15]([CH3:17])[CH3:16])([CH3:13])[CH3:12]. (3) Given the product [F:28][C:27]([F:30])([F:29])[S:24]([O:10][CH2:9][C:8]([C:5]1[C:4]([F:13])=[CH:3][C:2]([Cl:1])=[CH:7][N:6]=1)([F:12])[F:11])(=[O:25])=[O:23], predict the reactants needed to synthesize it. The reactants are: [Cl:1][C:2]1[CH:3]=[C:4]([F:13])[C:5]([C:8]([F:12])([F:11])[CH2:9][OH:10])=[N:6][CH:7]=1.CCN(C(C)C)C(C)C.[O:23](S(C(F)(F)F)(=O)=O)[S:24]([C:27]([F:30])([F:29])[F:28])(=O)=[O:25]. (4) Given the product [CH3:1][C:2]1[S:6][C:5]2[CH2:7][CH:8]([CH3:11])[CH:9]([OH:10])[C:4]=2[C:3]=1[CH3:12], predict the reactants needed to synthesize it. The reactants are: [CH3:1][C:2]1[S:6][C:5]2[CH2:7][CH:8]([CH3:11])[C:9](=[O:10])[C:4]=2[C:3]=1[CH3:12].[H-].[H-].[H-].[H-].[Li+].[Al+3].O. (5) Given the product [CH2:16]([O:15][CH2:14][CH2:13][N:3]1[CH2:8][CH2:7][C:6](=[O:9])[CH2:5][CH2:4]1)[C:17]1[CH:22]=[CH:21][CH:20]=[CH:19][CH:18]=1, predict the reactants needed to synthesize it. The reactants are: Cl.O.[NH:3]1[CH2:8][CH2:7][C:6](=[O:9])[CH2:5][CH2:4]1.[I-].[K+].Br[CH2:13][CH2:14][O:15][CH2:16][C:17]1[CH:22]=[CH:21][CH:20]=[CH:19][CH:18]=1.C([O-])([O-])=O.[K+].[K+].